This data is from Catalyst prediction with 721,799 reactions and 888 catalyst types from USPTO. The task is: Predict which catalyst facilitates the given reaction. (1) Reactant: Cl[C:2]1[CH:3]=[C:4]([CH:9]=C[CH:11]=1)[C:5](OO)=[O:6].[OH:12][C:13]1[CH:14]=[C:15]([S:19][C:20]2[C:28]3[C:27](=[O:29])[N:26]([CH3:30])[C:25](=[O:31])[N:24]([CH2:32][CH:33]([CH3:35])[CH3:34])[C:23]=3[S:22][C:21]=2[CH2:36][C:37]2[C:46]3[C:41](=[CH:42][CH:43]=[CH:44][CH:45]=3)[CH:40]=[CH:39][CH:38]=2)[CH:16]=[CH:17][CH:18]=1.C(OCC)(=O)C. Product: [CH3:11][CH2:2][CH2:3][CH:4]([CH3:9])[CH3:5].[OH:12][C:13]1[CH:14]=[C:15]([S:19]([C:20]2[C:28]3[C:27](=[O:29])[N:26]([CH3:30])[C:25](=[O:31])[N:24]([CH2:32][CH:33]([CH3:34])[CH3:35])[C:23]=3[S:22][C:21]=2[CH2:36][C:37]2[C:46]3[C:41](=[CH:42][CH:43]=[CH:44][CH:45]=3)[CH:40]=[CH:39][CH:38]=2)=[O:6])[CH:16]=[CH:17][CH:18]=1. The catalyst class is: 4. (2) Product: [CH2:13]([N:6]1[CH:7]=[CH:8][C:3]([O:2][CH3:1])=[C:4]([C:10]#[N:11])[C:5]1=[O:9])[CH:14]([CH3:16])[CH3:15]. The catalyst class is: 6. Reactant: [CH3:1][O:2][C:3]1[CH:8]=[CH:7][NH:6][C:5](=[O:9])[C:4]=1[C:10]#[N:11].Br[CH2:13][CH:14]([CH3:16])[CH3:15].C(=O)([O-])[O-].[Cs+].[Cs+].CS(C)=O. (3) The catalyst class is: 2. Reactant: C(OC([N:8]([C:10]1[CH:15]=[CH:14][C:13]([C:16]#[N:17])=[CH:12][CH:11]=1)[NH2:9])=O)(C)(C)C.O1CCOCC1.[ClH:24]. Product: [ClH:24].[NH:8]([C:10]1[CH:15]=[CH:14][C:13]([C:16]#[N:17])=[CH:12][CH:11]=1)[NH2:9].